From a dataset of Full USPTO retrosynthesis dataset with 1.9M reactions from patents (1976-2016). Predict the reactants needed to synthesize the given product. (1) Given the product [OH:7][CH:4]([CH2:5][OH:6])[CH2:3][N:2]([CH3:1])[C:16](=[O:17])[O:18][C:19]([CH3:20])([CH3:21])[CH3:22], predict the reactants needed to synthesize it. The reactants are: [CH3:1][NH:2][CH2:3][CH:4]([OH:7])[CH2:5][OH:6].[C:16](O[C:16]([O:18][C:19]([CH3:22])([CH3:21])[CH3:20])=[O:17])([O:18][C:19]([CH3:22])([CH3:21])[CH3:20])=[O:17]. (2) Given the product [NH2:25][C:23]1[C:24]2=[C:16]([C:11]3[CH:12]=[CH:13][C:14]4[C:9]([CH:10]=3)=[N:8][N:7]([CH2:6][C:5]3[CH:4]=[CH:3][C:2]([F:1])=[CH:33][CH:32]=3)[CH:15]=4)[CH:17]=[C:18]([CH:26]3[CH2:27][CH2:28][N:29]([C:36]([N:38]([CH3:40])[CH3:39])=[O:37])[CH2:30][CH2:31]3)[N:19]2[N:20]=[CH:21][N:22]=1, predict the reactants needed to synthesize it. The reactants are: [F:1][C:2]1[CH:33]=[CH:32][C:5]([CH2:6][N:7]2[CH:15]=[C:14]3[C:9]([CH:10]=[C:11]([C:16]4[CH:17]=[C:18]([CH:26]5[CH2:31][CH2:30][NH:29][CH2:28][CH2:27]5)[N:19]5[C:24]=4[C:23]([NH2:25])=[N:22][CH:21]=[N:20]5)[CH:12]=[CH:13]3)=[N:8]2)=[CH:4][CH:3]=1.ClC[C:36]([N:38]([CH3:40])[CH3:39])=[O:37]. (3) The reactants are: [C:1]([O:5][C:6]([CH:8]1[NH:12][CH:11]([CH2:13][C:14]([CH3:18])([CH3:17])[CH2:15][OH:16])[C:10]2([C:26]3[C:21](=[CH:22][C:23]([Cl:27])=[CH:24][CH:25]=3)[NH:20][C:19]2=[O:28])[CH:9]1[C:29]1[CH:34]=[CH:33][CH:32]=[C:31]([Cl:35])[C:30]=1[F:36])=[O:7])([CH3:4])([CH3:3])[CH3:2].N1C=CC=CC=1.[C:43](Cl)(=[O:45])[CH3:44]. Given the product [C:1]([O:5][C:6]([CH:8]1[NH:12][CH:11]([CH2:13][C:14]([CH3:18])([CH3:17])[CH2:15][O:16][C:43](=[O:45])[CH3:44])[C:10]2([C:26]3[C:21](=[CH:22][C:23]([Cl:27])=[CH:24][CH:25]=3)[NH:20][C:19]2=[O:28])[CH:9]1[C:29]1[CH:34]=[CH:33][CH:32]=[C:31]([Cl:35])[C:30]=1[F:36])=[O:7])([CH3:2])([CH3:3])[CH3:4], predict the reactants needed to synthesize it. (4) Given the product [O:12]=[C:6]([C:2]1[S:1][CH:5]=[CH:4][N:3]=1)[C:7]([O:9][CH2:10][CH3:11])=[O:8], predict the reactants needed to synthesize it. The reactants are: [S:1]1[CH:5]=[CH:4][N:3]=[CH:2]1.[C:6](OCC)(=[O:12])[C:7]([O:9][CH2:10][CH3:11])=[O:8].C([Li])CCC. (5) Given the product [CH3:5][CH:4]1[CH:6]([C:7]([O:9][CH3:10])=[O:8])[CH2:11][C:12](=[O:14])[NH:1]1, predict the reactants needed to synthesize it. The reactants are: [N+:1]([CH:4]([CH:6]([CH2:11][C:12]([O:14]C)=O)[C:7]([O:9][CH3:10])=[O:8])[CH3:5])([O-])=O. (6) Given the product [CH:1]([C:4]1[CH:5]=[C:6]([CH:20]=[CH:21][CH:22]=1)[CH2:7][N:8]1[CH:13]=[CH:12][CH:11]=[C:10]([C:14]([OH:16])=[O:15])[C:9]1=[O:19])([CH3:3])[CH3:2], predict the reactants needed to synthesize it. The reactants are: [CH:1]([C:4]1[CH:5]=[C:6]([CH:20]=[CH:21][CH:22]=1)[CH2:7][N:8]1[CH:13]=[CH:12][CH:11]=[C:10]([C:14]([O:16]CC)=[O:15])[C:9]1=[O:19])([CH3:3])[CH3:2]. (7) Given the product [C:1]([O:5][C:6]([NH:8][C:9]1[CH:14]=[C:13]([C:15]2[C:16]([C:18]3[CH:23]=[CH:22][CH:21]=[C:20]([C:24]([F:27])([F:26])[F:25])[CH:19]=3)=[N:39][NH:29][CH:28]=2)[CH:12]=[CH:11][N:10]=1)=[O:7])([CH3:4])([CH3:3])[CH3:2], predict the reactants needed to synthesize it. The reactants are: [C:1]([O:5][C:6]([NH:8][C:9]1[CH:14]=[C:13]([C:15](=[CH:28][N:29](C)C)[C:16]([C:18]2[CH:23]=[CH:22][CH:21]=[C:20]([C:24]([F:27])([F:26])[F:25])[CH:19]=2)=O)[CH:12]=[CH:11][N:10]=1)=[O:7])([CH3:4])([CH3:3])[CH3:2].C(OC([NH:39]C1C=C(C(=CN(C)C)C(C2C=CC(F)=CC=2)=O)C=CN=1)=O)(C)(C)C. (8) Given the product [NH2:38][CH2:37][CH2:36][O:35][CH2:34][CH2:33][O:32][CH2:31][CH2:30][O:29][CH2:28][CH2:27][NH:26][C:25](=[O:46])[CH2:24][CH2:23][C@H:22]([NH:21][C:19](=[O:20])[C:18]1[CH:54]=[CH:55][C:15]([NH:14][CH2:13][C:7]2[N:8]=[C:9]3[C:4](=[N:5][CH:6]=2)[N:3]=[C:2]([NH2:1])[N:11]=[C:10]3[OH:12])=[CH:16][CH:17]=1)[C:47]([OH:49])=[O:48], predict the reactants needed to synthesize it. The reactants are: [NH2:1][C:2]1[N:11]=[C:10]([OH:12])[C:9]2[C:4](=[N:5][CH:6]=[C:7]([CH2:13][NH:14][C:15]3[CH:55]=[CH:54][C:18]([C:19]([NH:21][C@H:22]([C:47]([O:49]C(C)(C)C)=[O:48])[CH2:23][CH2:24][C:25](=[O:46])[NH:26][CH2:27][CH2:28][O:29][CH2:30][CH2:31][O:32][CH2:33][CH2:34][O:35][CH2:36][CH2:37][NH:38]C(=O)OC(C)(C)C)=[O:20])=[CH:17][CH:16]=3)[N:8]=2)[N:3]=1.